Predict the product of the given reaction. From a dataset of Forward reaction prediction with 1.9M reactions from USPTO patents (1976-2016). (1) Given the reactants [Cl:1][C:2]1[CH:7]=[CH:6][C:5]([CH:8]([C:10]2[S:14][CH:13]=[N:12][CH:11]=2)O)=[C:4]([O:15][CH3:16])[CH:3]=1.FC(F)(F)C(O)=O.C([SiH](CC)CC)C, predict the reaction product. The product is: [Cl:1][C:2]1[CH:7]=[CH:6][C:5]([CH2:8][C:10]2[S:14][CH:13]=[N:12][CH:11]=2)=[C:4]([O:15][CH3:16])[CH:3]=1. (2) Given the reactants [F:1][C:2]([F:7])([F:6])[CH2:3][CH2:4][OH:5].F[C:9]1[CH:14]=[CH:13][C:12]([N+:15]([O-:17])=[O:16])=[CH:11][CH:10]=1.C([O-])([O-])=O.[Cs+].[Cs+], predict the reaction product. The product is: [N+:15]([C:12]1[CH:13]=[CH:14][C:9]([O:5][CH2:4][CH2:3][C:2]([F:7])([F:6])[F:1])=[CH:10][CH:11]=1)([O-:17])=[O:16].